This data is from Catalyst prediction with 721,799 reactions and 888 catalyst types from USPTO. The task is: Predict which catalyst facilitates the given reaction. (1) Reactant: [Cl:1][C:2]1[C:7]([O:8][CH3:9])=[CH:6][C:5]([C:10]2[CH:15]=[CH:14][C:13]([N:16]([CH3:38])[CH2:17][CH2:18][N:19]([C:21]3[CH:22]=[CH:23][C:24]([C:27]4[CH:32]=[C:31]([O:33][CH3:34])[C:30]([Cl:35])=[C:29]([O:36][CH3:37])[CH:28]=4)=[N:25][CH:26]=3)[CH3:20])=[CH:12][N:11]=2)=[CH:4][C:3]=1[O:39][CH3:40].[CH3:41][S:42]([OH:45])(=[O:44])=[O:43]. Product: [CH3:41][S:42]([OH:45])(=[O:44])=[O:43].[CH3:41][S:42]([OH:45])(=[O:44])=[O:43].[Cl:35][C:30]1[C:29]([O:36][CH3:37])=[CH:28][C:27]([C:24]2[CH:23]=[CH:22][C:21]([N:19]([CH3:20])[CH2:18][CH2:17][N:16]([C:13]3[CH:14]=[CH:15][C:10]([C:5]4[CH:4]=[C:3]([O:39][CH3:40])[C:2]([Cl:1])=[C:7]([O:8][CH3:9])[CH:6]=4)=[N:11][CH:12]=3)[CH3:38])=[CH:26][N:25]=2)=[CH:32][C:31]=1[O:33][CH3:34]. The catalyst class is: 254. (2) Reactant: Cl.[NH2:2][C:3]1[C:12](CCl)=[CH:11][CH:10]=[CH:9][C:4]=1C(OC)=O.[NH2:15][C:16]1[C:25]([CH2:26][S:27]([CH3:29])=O)=[CH:24][CH:23]=[CH:22][C:17]=1[C:18]([O:20][CH3:21])=[O:19].ClCC1C=CC=CC=1[N:34](C)C. Product: [NH2:15][C:16]1[C:25]([CH2:26][S:27][C:29]2[NH:2][C:3]3[CH:12]=[CH:11][CH:10]=[CH:9][C:4]=3[N:34]=2)=[CH:24][CH:23]=[CH:22][C:17]=1[C:18]([O:20][CH3:21])=[O:19]. The catalyst class is: 32. (3) Reactant: Cl[C:2]1[N:3]=[C:4]([NH:21][C:22]2[CH:30]=[C:29]3[C:25]([CH:26]=[N:27][N:28]3[CH3:31])=[CH:24][CH:23]=2)[C:5]2[CH:10]=[CH:9][N:8](S(C3C=CC(C)=CC=3)(=O)=O)[C:6]=2[N:7]=1.[NH2:32][C:33]1[CH:38]=[CH:37][C:36]([N:39]2[CH2:44][CH2:43][N:42]([C:45](=[O:47])[CH3:46])[CH2:41][CH2:40]2)=[CH:35][CH:34]=1.C[Si](Cl)(C)C. Product: [CH3:31][N:28]1[C:29]2[C:25](=[CH:24][CH:23]=[C:22]([NH:21][C:4]3[C:5]4[CH:10]=[CH:9][NH:8][C:6]=4[N:7]=[C:2]([NH:32][C:33]4[CH:34]=[CH:35][C:36]([N:39]5[CH2:40][CH2:41][N:42]([C:45](=[O:47])[CH3:46])[CH2:43][CH2:44]5)=[CH:37][CH:38]=4)[N:3]=3)[CH:30]=2)[CH:26]=[N:27]1. The catalyst class is: 51. (4) Reactant: [CH2:1]([N:8]([CH2:34][C:35]1[CH:40]=[CH:39][CH:38]=[CH:37][CH:36]=1)[C:9]1[C:10]([F:33])=[C:11]([C:16]([C:18]2[C:26]3[C:21](=[N:22][CH:23]=[C:24]([C:27]4[CH:28]=[N:29][CH:30]=[CH:31][CH:32]=4)[CH:25]=3)[NH:20][CH:19]=2)=[O:17])[C:12]([F:15])=[CH:13][CH:14]=1)[C:2]1[CH:7]=[CH:6][CH:5]=[CH:4][CH:3]=1.[H-].[Na+].[CH:43]([Si:46](Cl)([CH:50]([CH3:52])[CH3:51])[CH:47]([CH3:49])[CH3:48])([CH3:45])[CH3:44].O. Product: [CH2:34]([N:8]([CH2:1][C:2]1[CH:3]=[CH:4][CH:5]=[CH:6][CH:7]=1)[C:9]1[C:10]([F:33])=[C:11]([C:16]([C:18]2[C:26]3[C:21](=[N:22][CH:23]=[C:24]([C:27]4[CH:28]=[N:29][CH:30]=[CH:31][CH:32]=4)[CH:25]=3)[N:20]([Si:46]([CH:50]([CH3:52])[CH3:51])([CH:47]([CH3:49])[CH3:48])[CH:43]([CH3:45])[CH3:44])[CH:19]=2)=[O:17])[C:12]([F:15])=[CH:13][CH:14]=1)[C:35]1[CH:40]=[CH:39][CH:38]=[CH:37][CH:36]=1. The catalyst class is: 7. (5) Reactant: Br[C:2]1[CH:7]=[CH:6][CH:5]=[C:4]([CH2:8][O:9][Si:10]([C:13]([CH3:16])([CH3:15])[CH3:14])([CH3:12])[CH3:11])[N:3]=1.C([Li])CCC.[O:22]1[CH2:27][CH2:26][C:25](=[O:28])[CH2:24][CH2:23]1.CCOC(C)=O.CCCCCC. Product: [Si:10]([O:9][CH2:8][C:4]1[N:3]=[C:2]([C:25]2([OH:28])[CH2:26][CH2:27][O:22][CH2:23][CH2:24]2)[CH:7]=[CH:6][CH:5]=1)([C:13]([CH3:16])([CH3:15])[CH3:14])([CH3:12])[CH3:11]. The catalyst class is: 1.